From a dataset of Catalyst prediction with 721,799 reactions and 888 catalyst types from USPTO. Predict which catalyst facilitates the given reaction. Reactant: [Cl:1][C:2]1[CH:3]=[C:4]([CH:13]=[CH:14][CH:15]=1)[O:5][C:6]1[S:10][C:9]([CH2:11][NH2:12])=[CH:8][CH:7]=1.[N:16]1[CH:17]=[CH:18][N:19]2[CH:24]=[C:23]([C:25](O)=[O:26])[CH:22]=[CH:21][C:20]=12.F[P-](F)(F)(F)(F)F.N1(O[P+](N(C)C)(N(C)C)N(C)C)C2C=CC=CC=2N=N1.C(N(CC)CC)C. Product: [Cl:1][C:2]1[CH:3]=[C:4]([CH:13]=[CH:14][CH:15]=1)[O:5][C:6]1[S:10][C:9]([CH2:11][NH:12][C:25]([C:23]2[CH:22]=[CH:21][C:20]3[N:19]([CH:18]=[CH:17][N:16]=3)[CH:24]=2)=[O:26])=[CH:8][CH:7]=1. The catalyst class is: 35.